From a dataset of Catalyst prediction with 721,799 reactions and 888 catalyst types from USPTO. Predict which catalyst facilitates the given reaction. Reactant: [Cl:1][C:2]1[CH:3]=[C:4]([NH:8][C:9]2[N:14]=[CH:13][N:12]=[C:11]([C:15]3[CH:20]=[CH:19][N:18]=[C:17]([C:21]#[N:22])[CH:16]=3)[N:10]=2)[CH:5]=[CH:6][CH:7]=1.Cl.[NH2:24][OH:25].C(=O)([O-])[O-].[K+].[K+]. Product: [Cl:1][C:2]1[CH:3]=[C:4]([NH:8][C:9]2[N:14]=[CH:13][N:12]=[C:11]([C:15]3[CH:20]=[CH:19][N:18]=[C:17]([C:21](=[N:24][OH:25])[NH2:22])[CH:16]=3)[N:10]=2)[CH:5]=[CH:6][CH:7]=1. The catalyst class is: 8.